This data is from Full USPTO retrosynthesis dataset with 1.9M reactions from patents (1976-2016). The task is: Predict the reactants needed to synthesize the given product. (1) Given the product [CH:1]1([NH:6][C:7]2[CH:8]=[C:9]([Cl:23])[CH:10]=[C:11]3[C:15]=2[NH:14][C:13]([C:16]2[CH:17]=[CH:18][C:19]([NH:22][CH:28]4[CH2:29][CH2:30][N:25]([CH3:24])[CH2:26][CH2:27]4)=[CH:20][CH:21]=2)=[CH:12]3)[CH2:5][CH2:4][CH2:3][CH2:2]1, predict the reactants needed to synthesize it. The reactants are: [CH:1]1([NH:6][C:7]2[CH:8]=[C:9]([Cl:23])[CH:10]=[C:11]3[C:15]=2[NH:14][C:13]([C:16]2[CH:21]=[CH:20][C:19]([NH2:22])=[CH:18][CH:17]=2)=[CH:12]3)[CH2:5][CH2:4][CH2:3][CH2:2]1.[CH3:24][N:25]1[CH2:30][CH2:29][C:28](=O)[CH2:27][CH2:26]1. (2) Given the product [CH:2]([C:3]1[CH:4]=[C:5]([NH:9][C:10](=[O:38])[CH2:11][O:12][C:13]2[CH:14]=[C:15]([C@@H:19]([NH:26][C:27](=[O:37])[O:28][C@@H:29]3[CH:34]4[CH2:33][CH2:32][N:31]([CH2:36][CH2:35]4)[CH2:30]3)[C:20]3[CH:25]=[CH:24][CH:23]=[CH:22][CH:21]=3)[CH:16]=[CH:17][CH:18]=2)[CH:6]=[CH:7][CH:8]=1)=[O:1], predict the reactants needed to synthesize it. The reactants are: [OH:1][CH2:2][C:3]1[CH:4]=[C:5]([NH:9][C:10](=[O:38])[CH2:11][O:12][C:13]2[CH:14]=[C:15]([C@@H:19]([NH:26][C:27](=[O:37])[O:28][C@@H:29]3[CH:34]4[CH2:35][CH2:36][N:31]([CH2:32][CH2:33]4)[CH2:30]3)[C:20]3[CH:25]=[CH:24][CH:23]=[CH:22][CH:21]=3)[CH:16]=[CH:17][CH:18]=2)[CH:6]=[CH:7][CH:8]=1.